Dataset: Catalyst prediction with 721,799 reactions and 888 catalyst types from USPTO. Task: Predict which catalyst facilitates the given reaction. Reactant: O.[OH-].[Li+].[Br:4][C:5]1[CH:6]=[C:7]([N:11]([C:16]2[C:36]([CH:37]3[CH2:39][CH2:38]3)=[CH:35][C:19]3[C:20]([C:30]([O:32]CC)=[O:31])=[C:21]([C:23]4[CH:28]=[CH:27][C:26]([F:29])=[CH:25][CH:24]=4)[O:22][C:18]=3[CH:17]=2)[S:12]([CH3:15])(=[O:14])=[O:13])[CH:8]=[CH:9][CH:10]=1.CO.Cl. Product: [Br:4][C:5]1[CH:6]=[C:7]([N:11]([C:16]2[C:36]([CH:37]3[CH2:39][CH2:38]3)=[CH:35][C:19]3[C:20]([C:30]([OH:32])=[O:31])=[C:21]([C:23]4[CH:28]=[CH:27][C:26]([F:29])=[CH:25][CH:24]=4)[O:22][C:18]=3[CH:17]=2)[S:12]([CH3:15])(=[O:14])=[O:13])[CH:8]=[CH:9][CH:10]=1. The catalyst class is: 20.